Dataset: Reaction yield outcomes from USPTO patents with 853,638 reactions. Task: Predict the reaction yield, written as a fraction of the theoretical maximum amount of product (1.0 means a 100% yield; for example, 0.34 means a 34% yield). (1) The reactants are [NH2:1][C:2]1[O:6][N:5]=[C:4]([CH3:7])[C:3]=1[Br:8].[H-].[Na+].[C:11]([C:15]1[CH:20]=[CH:19][C:18]([S:21](Cl)(=[O:23])=[O:22])=[CH:17][CH:16]=1)([CH3:14])([CH3:13])[CH3:12].Cl. The catalyst is C1COCC1.O.CO. The product is [C:11]([C:15]1[CH:20]=[CH:19][C:18]([S:21]([NH:1][C:2]2[O:6][N:5]=[C:4]([CH3:7])[C:3]=2[Br:8])(=[O:23])=[O:22])=[CH:17][CH:16]=1)([CH3:14])([CH3:12])[CH3:13]. The yield is 0.210. (2) The catalyst is O1CCOCC1. The yield is 0.290. The product is [Cl:28][C:25]1[CH:26]=[CH:27][C:22]([NH:1][C:2]2[N:7]=[CH:6][C:5]([CH:8]3[O:13][CH2:12][CH2:11][N:10]([C:14]([O:16][C:17]([CH3:20])([CH3:19])[CH3:18])=[O:15])[CH2:9]3)=[CH:4][CH:3]=2)=[N:23][CH:24]=1. The reactants are [NH2:1][C:2]1[N:7]=[CH:6][C:5]([CH:8]2[O:13][CH2:12][CH2:11][N:10]([C:14]([O:16][C:17]([CH3:20])([CH3:19])[CH3:18])=[O:15])[CH2:9]2)=[CH:4][CH:3]=1.Cl[C:22]1[CH:27]=[CH:26][C:25]([Cl:28])=[CH:24][N:23]=1.C(=O)([O-])[O-].[Cs+].[Cs+]. (3) The reactants are [CH2:1]([N:3]([CH2:14][CH3:15])[C:4](=[O:13])[C:5]1[CH:10]=[CH:9][C:8]([I:11])=[C:7]([OH:12])[CH:6]=1)[CH3:2].C(=O)([O-])[O-].[K+].[K+].FC(F)(F)S(O[CH2:28][C:29]([F:32])([F:31])[F:30])(=O)=O. The catalyst is CN(C=O)C.C(#N)C.O. The product is [CH2:14]([N:3]([CH2:1][CH3:2])[C:4](=[O:13])[C:5]1[CH:10]=[CH:9][C:8]([I:11])=[C:7]([O:12][CH2:28][C:29]([F:32])([F:31])[F:30])[CH:6]=1)[CH3:15]. The yield is 0.990. (4) The reactants are [NH2:1][C:2]1[CH:10]=[CH:9][C:8]([OH:11])=[CH:7][C:3]=1[C:4](O)=[O:5].[CH:12]([NH2:14])=O. No catalyst specified. The product is [OH:11][C:8]1[CH:7]=[C:3]2[C:2](=[CH:10][CH:9]=1)[N:1]=[CH:12][NH:14][C:4]2=[O:5]. The yield is 0.990. (5) The reactants are [CH3:1][O:2][C:3]([C:5]12[CH2:12][CH2:11][C:8](C(O)=O)([CH2:9][CH2:10]1)[CH2:7][CH2:6]2)=[O:4].[OH-].[Na+].[Br:18]Br. The catalyst is CC(C)=O.O.CCCCCC.[N+]([O-])([O-])=O.[Ag+].COC(C12CCC(C(O[Ag])=O)(CC1)CC2)=O. The product is [Br:18][C:8]12[CH2:11][CH2:12][C:5]([C:3]([O:2][CH3:1])=[O:4])([CH2:10][CH2:9]1)[CH2:6][CH2:7]2. The yield is 0.330. (6) The catalyst is CO.[Pd]. The product is [OH:1][CH2:2][CH2:3][CH2:4][CH2:5][CH2:6][C:7]1[CH:12]=[C:11]([CH2:13][CH2:14][CH2:15][CH2:16][CH2:17][OH:18])[CH:10]=[C:9]([CH2:19][CH2:20][CH2:21][CH2:22][CH2:23][OH:24])[CH:8]=1. The yield is 0.960. The reactants are [OH:1][CH2:2][CH2:3][CH2:4][C:5]#[C:6][C:7]1[CH:12]=[C:11]([C:13]#[C:14][CH2:15][CH2:16][CH2:17][OH:18])[CH:10]=[C:9]([C:19]#[C:20][CH2:21][CH2:22][CH2:23][OH:24])[CH:8]=1.